This data is from Full USPTO retrosynthesis dataset with 1.9M reactions from patents (1976-2016). The task is: Predict the reactants needed to synthesize the given product. (1) Given the product [Br:1][C:2]1[CH:3]=[C:4]2[CH:9]=[C:10]([CH3:11])[NH:8][C:5]2=[N:6][CH:7]=1, predict the reactants needed to synthesize it. The reactants are: [Br:1][C:2]1[CH:3]=[C:4]([C:9]#[C:10][CH3:11])[C:5]([NH2:8])=[N:6][CH:7]=1.CC(C)([O-])C.[K+]. (2) The reactants are: C(OC(=O)N(CC1C=CC2N(C3CCCN(C(=O)C=C)C3)C([NH:25][C:26](=[O:34])[C:27]3[CH:32]=[CH:31][C:30]([Cl:33])=[CH:29][CH:28]=3)=NC=2C=1)[C@H](C(C)(C)C)C)C1C=CC=CC=1.Br. Given the product [Cl:33][C:30]1[CH:31]=[CH:32][C:27]([C:26]([NH2:25])=[O:34])=[CH:28][CH:29]=1, predict the reactants needed to synthesize it. (3) Given the product [N+:1]([C:4]1[CH:5]=[C:6]([NH:7][C:16](=[O:17])[C:15]2[CH:19]=[CH:20][CH:21]=[C:13]([C:12]([F:11])([F:22])[F:23])[CH:14]=2)[CH:8]=[CH:9][CH:10]=1)([O-:3])=[O:2], predict the reactants needed to synthesize it. The reactants are: [N+:1]([C:4]1[CH:5]=[C:6]([CH:8]=[CH:9][CH:10]=1)[NH2:7])([O-:3])=[O:2].[F:11][C:12]([F:23])([F:22])[C:13]1[CH:14]=[C:15]([CH:19]=[CH:20][CH:21]=1)[C:16](O)=[O:17].F[P-](F)(F)(F)(F)F.N1(OC(N(C)C)=[N+](C)C)C2N=CC=CC=2N=N1.CCN(C(C)C)C(C)C. (4) Given the product [Br:14][C:15]1[CH:16]=[CH:17][C:18]2[N:19]([CH:21]=[C:22]([C:24]([NH:13][CH2:12][C:3]3[C:4]([C:8]([F:10])([F:11])[F:9])=[CH:5][CH:6]=[CH:7][C:2]=3[Cl:1])=[O:25])[N:23]=2)[CH:20]=1, predict the reactants needed to synthesize it. The reactants are: [Cl:1][C:2]1[CH:7]=[CH:6][CH:5]=[C:4]([C:8]([F:11])([F:10])[F:9])[C:3]=1[CH2:12][NH2:13].[Br:14][C:15]1[CH:16]=[CH:17][C:18]2[N:19]([CH:21]=[C:22]([C:24](OCC)=[O:25])[N:23]=2)[CH:20]=1. (5) Given the product [Cl:1][C:2]1[CH:7]=[CH:6][C:5]([O:8][C:9]2[CH:10]=[CH:11][C:12]([CH2:15][S:16][C:17]3[NH:18][CH:19]=[C:20]([CH2:24][C:25]4[CH:30]=[N:29][C:28](=[O:31])[NH:27][CH:26]=4)[C:21](=[O:23])[N:22]=3)=[CH:13][CH:14]=2)=[CH:4][C:3]=1[C:33]([F:35])([F:36])[F:34], predict the reactants needed to synthesize it. The reactants are: [Cl:1][C:2]1[CH:7]=[CH:6][C:5]([O:8][C:9]2[CH:14]=[CH:13][C:12]([CH2:15][S:16][C:17]3[NH:18][CH:19]=[C:20]([CH2:24][C:25]4[CH:26]=[N:27][C:28]([O:31]C)=[N:29][CH:30]=4)[C:21](=[O:23])[N:22]=3)=[CH:11][CH:10]=2)=[CH:4][C:3]=1[C:33]([F:36])([F:35])[F:34].B1(Br)OC2C(=CC=CC=2)O1. (6) Given the product [OH:38][CH:31]([C:32]1[CH:33]=[CH:34][CH:35]=[CH:36][CH:37]=1)[CH2:30][O:29][C:26]1[CH:25]=[CH:24][C:23]([CH:13]([C:12]([NH:11][C:7]2[CH:6]=[C:5]3[C:10](=[CH:9][CH:8]=2)[CH:1]=[N:2][CH:3]=[CH:4]3)=[O:39])[CH2:14][NH:15][C:16](=[O:22])[O:17][C:18]([CH3:21])([CH3:19])[CH3:20])=[CH:28][CH:27]=1, predict the reactants needed to synthesize it. The reactants are: [CH:1]1[C:10]2[C:5](=[CH:6][C:7]([NH:11][C:12](=[O:39])[CH:13]([C:23]3[CH:28]=[CH:27][C:26]([O:29][CH2:30][C:31](=[O:38])[C:32]4[CH:37]=[CH:36][CH:35]=[CH:34][CH:33]=4)=[CH:25][CH:24]=3)[CH2:14][NH:15][C:16](=[O:22])[O:17][C:18]([CH3:21])([CH3:20])[CH3:19])=[CH:8][CH:9]=2)[CH:4]=[CH:3][N:2]=1.[BH4-].[Na+].